Dataset: Full USPTO retrosynthesis dataset with 1.9M reactions from patents (1976-2016). Task: Predict the reactants needed to synthesize the given product. (1) Given the product [Si:1]([O:8][CH2:9][CH:10]1[O:14][N:13]=[C:12]([C:15]2[CH:20]=[CH:19][C:18]([C:26]3[CH:31]=[CH:30][C:29]([N:32]4[CH2:36][C@H:35]([CH2:37][N:38]5[CH:42]=[C:41]([CH3:43])[N:40]=[N:39]5)[O:34][C:33]4=[O:44])=[CH:28][CH:27]=3)=[CH:17][CH:16]=2)[CH2:11]1)([C:4]([CH3:7])([CH3:6])[CH3:5])([CH3:3])[CH3:2], predict the reactants needed to synthesize it. The reactants are: [Si:1]([O:8][CH2:9][CH:10]1[O:14][N:13]=[C:12]([C:15]2[CH:20]=[CH:19][C:18]([Sn](C)(C)C)=[CH:17][CH:16]=2)[CH2:11]1)([C:4]([CH3:7])([CH3:6])[CH3:5])([CH3:3])[CH3:2].I[C:26]1[CH:31]=[CH:30][C:29]([N:32]2[CH2:36][C@H:35]([CH2:37][N:38]3[CH:42]=[C:41]([CH3:43])[N:40]=[N:39]3)[O:34][C:33]2=[O:44])=[CH:28][CH:27]=1.O1C=CC=C1P(C1OC=CC=1)C1OC=CC=1. (2) Given the product [F:27][C:24]1([F:28])[CH2:25][CH2:26][N:22]([CH:8]([C:4]2[N:3]=[C:2]([NH2:30])[CH:7]=[CH:6][CH:5]=2)[CH:9]([C:16]2[CH:17]=[N:18][CH:19]=[CH:20][CH:21]=2)[C:10]2[CH:11]=[N:12][CH:13]=[CH:14][CH:15]=2)[CH2:23]1, predict the reactants needed to synthesize it. The reactants are: Br[C:2]1[CH:7]=[CH:6][CH:5]=[C:4]([CH:8]([N:22]2[CH2:26][CH2:25][C:24]([F:28])([F:27])[CH2:23]2)[CH:9]([C:16]2[CH:17]=[N:18][CH:19]=[CH:20][CH:21]=2)[C:10]2[CH:11]=[N:12][CH:13]=[CH:14][CH:15]=2)[N:3]=1.C(=O)(OC(C)(C)C)[NH2:30].C([O-])([O-])=O.[Cs+].[Cs+].CC1(C)C2C(=C(P(C3C=CC=CC=3)C3C=CC=CC=3)C=CC=2)OC2C(P(C3C=CC=CC=3)C3C=CC=CC=3)=CC=CC1=2. (3) Given the product [CH:1]1([NH:4][C:5](=[O:31])[C:6]2[CH:11]=[CH:10][C:9]([C:12]3[N:16]4[CH:17]=[C:18]([C:25]5[CH:30]=[CH:29][CH:28]=[CH:27][CH:26]=5)[N:19]=[C:20]([NH:36][CH2:35][CH2:34][C:33]([F:38])([F:37])[F:32])[C:15]4=[N:14][CH:13]=3)=[CH:8][CH:7]=2)[CH2:3][CH2:2]1, predict the reactants needed to synthesize it. The reactants are: [CH:1]1([NH:4][C:5](=[O:31])[C:6]2[CH:11]=[CH:10][C:9]([C:12]3[N:16]4[CH:17]=[C:18]([C:25]5[CH:30]=[CH:29][CH:28]=[CH:27][CH:26]=5)[N:19]=[C:20](S(C)(=O)=O)[C:15]4=[N:14][CH:13]=3)=[CH:8][CH:7]=2)[CH2:3][CH2:2]1.[F:32][C:33]([F:38])([F:37])[CH2:34][CH2:35][NH2:36]. (4) Given the product [Br:1][C:2]1[CH:7]=[CH:6][C:5]([S:8][C:15]2[CH:14]=[CH:13][C:12]([O:11][C:10]([F:9])([F:19])[F:20])=[CH:17][CH:16]=2)=[CH:4][CH:3]=1, predict the reactants needed to synthesize it. The reactants are: [Br:1][C:2]1[CH:7]=[CH:6][C:5]([SH:8])=[CH:4][CH:3]=1.[F:9][C:10]([F:20])([F:19])[O:11][C:12]1[CH:17]=[CH:16][C:15](I)=[CH:14][CH:13]=1.CC(CCC)C(=O)C(=O)C(C)(C)C.C(=O)([O-])[O-].[Cs+].[Cs+]. (5) Given the product [NH2:24][C:19]1[CH:20]=[CH:21][C:22]([F:23])=[C:17]([NH:16][C:3]2[C:2]([Cl:1])=[CH:7][N:6]=[C:5]([NH:8][C:9]3[C:10]([CH3:15])=[N:11][N:12]([CH3:14])[CH:13]=3)[N:4]=2)[CH:18]=1, predict the reactants needed to synthesize it. The reactants are: [Cl:1][C:2]1[C:3]([NH:16][C:17]2[CH:18]=[C:19]([NH:24]C(=O)OC(C)(C)C)[CH:20]=[CH:21][C:22]=2[F:23])=[N:4][C:5]([NH:8][C:9]2[C:10]([CH3:15])=[N:11][N:12]([CH3:14])[CH:13]=2)=[N:6][CH:7]=1.C(O)(C(F)(F)F)=O.C(Cl)Cl. (6) Given the product [CH2:1]([O:4][N:5]=[C:6]1[CH2:10][N:9]([C:11]([C:27]2[C:22](=[O:21])[O:23][C:24]([CH2:31][CH2:32][CH2:33][CH2:34][CH3:35])=[CH:25][CH:26]=2)=[O:13])[C@H:8]([C:18]([NH:46][C:42]2[CH:41]=[C:40]3[C:45](=[CH:44][CH:43]=2)[N:36]=[CH:37][CH:38]=[CH:39]3)=[O:20])[CH2:7]1)[CH:2]=[CH2:3], predict the reactants needed to synthesize it. The reactants are: [CH2:1]([O:4][N:5]=[C:6]1[CH2:10][N:9]([C:11]([O:13]C(C)(C)C)=O)[C@H:8]([C:18]([OH:20])=O)[CH2:7]1)[CH:2]=[CH2:3].[O:21]=[C:22]1[C:27](C(Cl)=O)=[CH:26][CH:25]=[C:24]([CH2:31][CH2:32][CH2:33][CH2:34][CH3:35])[O:23]1.[N:36]1[C:45]2[C:40](=[CH:41][C:42]([NH2:46])=[CH:43][CH:44]=2)[CH:39]=[CH:38][CH:37]=1.